From a dataset of Reaction yield outcomes from USPTO patents with 853,638 reactions. Predict the reaction yield, written as a fraction of the theoretical maximum amount of product (1.0 means a 100% yield; for example, 0.34 means a 34% yield). (1) The catalyst is CN(C)C=O. The reactants are Br[C:2]1[CH:7]=[CH:6][C:5]([N+:8]([O-:10])=[O:9])=[CH:4][N:3]=1.[C:11]([O:15][C:16](=[O:25])[N:17]([CH3:24])[CH:18]1[CH2:23][CH2:22][NH:21][CH2:20][CH2:19]1)([CH3:14])([CH3:13])[CH3:12].C(N(CC)CC)C. The yield is 0.855. The product is [C:11]([O:15][C:16](=[O:25])[N:17]([CH3:24])[CH:18]1[CH2:23][CH2:22][N:21]([C:2]2[CH:7]=[CH:6][C:5]([N+:8]([O-:10])=[O:9])=[CH:4][N:3]=2)[CH2:20][CH2:19]1)([CH3:14])([CH3:13])[CH3:12]. (2) The reactants are [CH3:1][N:2]([CH2:4][CH:5]([C:14]1([OH:20])[CH2:19][CH2:18][CH2:17][CH2:16][CH2:15]1)[C:6]1[CH:7]=[CH:8][C:9]([O:12][CH3:13])=[CH:10][CH:11]=1)[CH3:3].C(O)(=O)C.C[Si](C)(C)[Cl:27]. The catalyst is C(OCC)(=O)C. The product is [CH3:1][N:2]([CH2:4][CH:5]([C:14]1([OH:20])[CH2:19][CH2:18][CH2:17][CH2:16][CH2:15]1)[C:6]1[CH:7]=[CH:8][C:9]([O:12][CH3:13])=[CH:10][CH:11]=1)[CH3:3].[ClH:27]. The yield is 0.891. (3) The reactants are [NH2:1][C:2]1[C:3]2[N:4]([C:8]([C@@H:12]3[CH2:16][CH2:15][CH2:14][N:13]3C(OCC3C=CC=CC=3)=O)=[N:9][C:10]=2Br)[CH:5]=[CH:6][N:7]=1.[F:27][C:28]1[CH:42]=[C:41](B2OC(C)(C)C(C)(C)O2)[CH:40]=[CH:39][C:29]=1[C:30]([NH:32][C:33]1[CH:38]=[CH:37][CH:36]=[CH:35][N:34]=1)=[O:31]. No catalyst specified. The product is [NH2:1][C:2]1[C:3]2[N:4]([C:8]([C@@H:12]3[CH2:16][CH2:15][CH2:14][NH:13]3)=[N:9][C:10]=2[C:41]2[CH:40]=[CH:39][C:29]([C:30]([NH:32][C:33]3[CH:38]=[CH:37][CH:36]=[CH:35][N:34]=3)=[O:31])=[C:28]([F:27])[CH:42]=2)[CH:5]=[CH:6][N:7]=1. The yield is 0.760. (4) The reactants are [Cl:1][C:2](Cl)([O:4]C(=O)OC(Cl)(Cl)Cl)Cl.N1C=CC=CC=1.[CH3:19][C@H:20]1[CH2:25][CH2:24][CH2:23][C@@H:22]([CH3:26])[NH:21]1.Cl. The catalyst is C(Cl)Cl. The product is [CH3:19][C@H:20]1[CH2:25][CH2:24][CH2:23][C@@H:22]([CH3:26])[N:21]1[C:2]([Cl:1])=[O:4]. The yield is 0.900.